From a dataset of Forward reaction prediction with 1.9M reactions from USPTO patents (1976-2016). Predict the product of the given reaction. (1) Given the reactants [F:1][C:2]([F:7])([F:6])[C:3]([OH:5])=[O:4].[NH2:8][C:9]1[N:18]=[C:17]([NH:19][CH2:20][CH2:21][OH:22])[C:16]2[C:15]3[CH:23]=[CH:24][N:25]([CH3:26])[C:14]=3[C:13](I)=[CH:12][C:11]=2[N:10]=1.[S:28]1[CH:32]=[CH:31][CH:30]=[C:29]1B(O)O.C(=O)(O)[O-].[Na+], predict the reaction product. The product is: [F:1][C:2]([F:7])([F:6])[C:3]([OH:5])=[O:4].[NH2:8][C:9]1[N:18]=[C:17]([NH:19][CH2:20][CH2:21][OH:22])[C:16]2[C:15]3[CH:23]=[CH:24][N:25]([CH3:26])[C:14]=3[C:13]([C:29]3[S:28][CH:32]=[CH:31][CH:30]=3)=[CH:12][C:11]=2[N:10]=1. (2) Given the reactants [Br:1][C:2]1[S:6][C:5]2=[C:7]([CH2:10][OH:11])[N:8]=[CH:9][N:4]2[CH:3]=1.[Cr](Cl)([O-])(=O)=O.[NH+]1C=CC=CC=1, predict the reaction product. The product is: [Br:1][C:2]1[S:6][C:5]2=[C:7]([CH:10]=[O:11])[N:8]=[CH:9][N:4]2[CH:3]=1. (3) Given the reactants [CH3:1][C:2]1[CH:7]=[CH:6][C:5]([C:8](=[CH2:11])C=O)=[CH:4][CH:3]=1.[CH:12](OC)(OC)[O:13][CH3:14].Cl[CH2:20]Cl, predict the reaction product. The product is: [CH3:12][O:13][CH:14]1[C:4]2[C:5](=[CH:6][CH:7]=[C:2]([CH3:1])[CH:3]=2)[CH:8]=[C:11]1[CH3:20].